Dataset: Full USPTO retrosynthesis dataset with 1.9M reactions from patents (1976-2016). Task: Predict the reactants needed to synthesize the given product. Given the product [CH:20]1[N:16]2[C:17]3[C:12]([CH:13]=[CH:14][C:15]2=[N:22][CH:21]=1)=[CH:11][C:10]([S:9][C:8]1[N:34]=[C:33]([C:35]2([C:41]#[N:42])[CH2:40][CH2:39][O:38][CH2:37][CH2:36]2)[CH:32]=[CH:6][CH:7]=1)=[CH:19][CH:18]=3, predict the reactants needed to synthesize it. The reactants are: C(C(CCCC)CO[C:6](=O)[CH2:7][CH2:8][S:9][C:10]1[CH:11]=[C:12]2[C:17](=[CH:18][CH:19]=1)[N:16]1[CH:20]=[CH:21][N:22]=[C:15]1[CH:14]=[CH:13]2)C.FC1[N:34]=[C:33]([C:35]2([C:41]#[N:42])[CH2:40][CH2:39][O:38][CH2:37][CH2:36]2)[CH:32]=CC=1.CC(C)([O-])C.[K+].